Task: Predict the reactants needed to synthesize the given product.. Dataset: Full USPTO retrosynthesis dataset with 1.9M reactions from patents (1976-2016) (1) Given the product [F:5][CH:3]([F:4])[C:2]1([C:6]2[CH:11]=[CH:10][CH:9]=[C:8]([F:12])[C:7]=2[CH3:13])[CH:14]2[CH:15]([CH2:16]2)[O:17][C:27]([NH:26][C:18](=[O:25])[C:19]2[CH:24]=[CH:23][CH:22]=[CH:21][CH:20]=2)=[N:1]1, predict the reactants needed to synthesize it. The reactants are: [NH2:1][C:2]([CH:14]1[CH2:16][CH:15]1[OH:17])([C:6]1[CH:11]=[CH:10][CH:9]=[C:8]([F:12])[C:7]=1[CH3:13])[CH:3]([F:5])[F:4].[C:18]([N:26]=[C:27]=S)(=[O:25])[C:19]1[CH:24]=[CH:23][CH:22]=[CH:21][CH:20]=1.C(N(C(C)C)CC)(C)C.Cl.CN(C)CCCN=C=NCC. (2) Given the product [C:7]1([CH:6]([N:13]2[C:17]3[CH:18]=[CH:19][C:20]([C:22]([N:66]4[CH2:65][CH2:64][N:63]([C:58]5[CH:59]=[N:60][CH:61]=[CH:62][N:57]=5)[CH2:68][CH2:67]4)=[O:23])=[CH:21][C:16]=3[N:15]=[CH:14]2)[CH2:5][C:4]([O:3][CH2:1][CH3:2])=[O:25])[CH:8]=[CH:9][CH:10]=[CH:11][CH:12]=1, predict the reactants needed to synthesize it. The reactants are: [CH2:1]([O:3][C:4](=[O:25])[CH2:5][CH:6]([N:13]1[C:17]2[CH:18]=[CH:19][C:20]([C:22](O)=[O:23])=[CH:21][C:16]=2[N:15]=[CH:14]1)[C:7]1[CH:12]=[CH:11][CH:10]=[CH:9][CH:8]=1)[CH3:2].C(N(CC)C(C)C)(C)C.CN(C(ON1N=NC2C=CC=CC1=2)=[N+](C)C)C.[B-](F)(F)(F)F.[N:57]1[CH:62]=[CH:61][N:60]=[CH:59][C:58]=1[N:63]1[CH2:68][CH2:67][NH:66][CH2:65][CH2:64]1. (3) Given the product [C:1]([N:42]1[CH2:43][CH2:44][CH:39]([O:38][C:35]2[CH:36]=[CH:37][C:32]([NH:31][C:27]3[N:26]=[C:25]([C:24]4[S:23][C:22]([CH3:46])=[N:21][C:20]=4[C:16]4[CH:15]=[C:14]([NH:13][C:11](=[O:12])[C:10]5[C:9]([F:8])=[CH:50][CH:49]=[CH:48][C:47]=5[F:51])[CH:19]=[CH:18][CH:17]=4)[CH:30]=[CH:29][N:28]=3)=[CH:33][C:34]=2[F:45])[CH2:40][CH2:41]1)(=[O:3])[CH3:2], predict the reactants needed to synthesize it. The reactants are: [C:1](OC(=O)C)(=[O:3])[CH3:2].[F:8][C:9]1[CH:50]=[CH:49][CH:48]=[C:47]([F:51])[C:10]=1[C:11]([NH:13][C:14]1[CH:19]=[CH:18][CH:17]=[C:16]([C:20]2[N:21]=[C:22]([CH3:46])[S:23][C:24]=2[C:25]2[CH:30]=[CH:29][N:28]=[C:27]([NH:31][C:32]3[CH:37]=[CH:36][C:35]([O:38][CH:39]4[CH2:44][CH2:43][NH:42][CH2:41][CH2:40]4)=[C:34]([F:45])[CH:33]=3)[N:26]=2)[CH:15]=1)=[O:12]. (4) Given the product [N:11]1([CH2:10][CH2:9][N:7]2[CH:8]=[C:4]([NH2:1])[CH:5]=[N:6]2)[CH2:16][CH2:15][O:14][CH2:13][CH2:12]1, predict the reactants needed to synthesize it. The reactants are: [N+:1]([C:4]1[CH:5]=[N:6][N:7]([CH2:9][CH2:10][N:11]2[CH2:16][CH2:15][O:14][CH2:13][CH2:12]2)[CH:8]=1)([O-])=O.[H][H]. (5) Given the product [F:29][C:2]1([F:1])[C:4]2([CH2:9][CH2:8][N:7]([C:10]3[CH:11]=[CH:12][C:13]([N:16]4[C:25]5[C:20](=[CH:21][CH:22]=[CH:23][CH:24]=5)[NH:19][CH2:18][CH2:17]4)=[N:14][CH:15]=3)[CH2:6][CH2:5]2)[CH2:3]1, predict the reactants needed to synthesize it. The reactants are: [F:1][C:2]1([F:29])[C:4]2([CH2:9][CH2:8][N:7]([C:10]3[CH:11]=[CH:12][C:13]([N:16]4[C:25]5[C:20](=[CH:21][CH:22]=[CH:23][CH:24]=5)[N:19](C(O)=O)[CH2:18][CH2:17]4)=[N:14][CH:15]=3)[CH2:6][CH2:5]2)[CH2:3]1.Cl. (6) Given the product [ClH:19].[CH2:1]([N:3]1[CH2:4][CH2:5][P:6]([C:9]2[CH:14]=[CH:13][C:12]([NH2:15])=[CH:11][CH:10]=2)(=[O:18])[CH2:7][CH2:8]1)[CH3:2], predict the reactants needed to synthesize it. The reactants are: [CH2:1]([N:3]1[CH2:8][CH2:7][P:6](=[O:18])([C:9]2[CH:14]=[CH:13][C:12]([N+:15]([O-])=O)=[CH:11][CH:10]=2)[CH2:5][CH2:4]1)[CH3:2].[ClH:19].[H][H]. (7) Given the product [Cl-:68].[CH3:21][N+:2]([CH3:1])([CH2:7][CH2:8][CH2:9][CH2:10][CH2:11][CH2:12][CH2:13][CH2:14][CH2:15][CH2:16][CH2:17][CH2:18][CH2:19][CH3:20])[CH2:3][C:4]([N:56]([CH3:55])[CH2:57][C@@H:58]([C@H:60]([C@@H:62]([C@@H:64]([CH2:66][OH:67])[OH:65])[OH:63])[OH:61])[OH:59])=[O:6], predict the reactants needed to synthesize it. The reactants are: [CH3:1][N+:2]([CH3:21])([CH2:7][CH2:8][CH2:9][CH2:10][CH2:11][CH2:12][CH2:13][CH2:14][CH2:15][CH2:16][CH2:17][CH2:18][CH2:19][CH3:20])[CH2:3][C:4]([O-:6])=O.CN(C(ON1N=NC2C=CC=CC1=2)=[N+](C)C)C.F[P-](F)(F)(F)(F)F.C(N(CC)C(C)C)(C)C.[CH3:55][NH:56][CH2:57][C@@H:58]([C@H:60]([C@@H:62]([C@@H:64]([CH2:66][OH:67])[OH:65])[OH:63])[OH:61])[OH:59].[Cl:68]CCl. (8) Given the product [CH3:27][N:25]([CH3:26])[CH2:24][CH2:23][CH2:22][C:18]1[CH:17]=[C:16]([CH2:15][CH2:14][C:12]2[N:13]=[C:8]([NH2:3])[CH:9]=[C:10]([CH3:28])[CH:11]=2)[CH:21]=[N:20][CH:19]=1, predict the reactants needed to synthesize it. The reactants are: CC1[N:3]([C:8]2[N:13]=[C:12]([CH2:14][CH2:15][C:16]3[CH:17]=[C:18]([C:22]#[C:23][CH2:24][N:25]([CH3:27])[CH3:26])[CH:19]=[N:20][CH:21]=3)[CH:11]=[C:10]([CH3:28])[CH:9]=2)C(C)=CC=1.NO.Cl. (9) Given the product [CH2:1]([C:3]1[CH:4]=[C:5]([CH:8]=[C:9]([CH3:12])[C:10]=1[O:11][CH2:35][C@@H:33]1[CH2:32][O:34]1)[C:6]#[N:7])[CH3:2], predict the reactants needed to synthesize it. The reactants are: [CH2:1]([C:3]1[CH:4]=[C:5]([CH:8]=[C:9]([CH3:12])[C:10]=1[OH:11])[C:6]#[N:7])[CH3:2].C1C=CC(P(C2C=CC=CC=2)C2C=CC=CC=2)=CC=1.[CH2:32]1[O:34][C@@H:33]1[CH2:35]O.CCOC(/N=N/C(OCC)=O)=O.C1(C)C=CC=CC=1.